This data is from Peptide-MHC class I binding affinity with 185,985 pairs from IEDB/IMGT. The task is: Regression. Given a peptide amino acid sequence and an MHC pseudo amino acid sequence, predict their binding affinity value. This is MHC class I binding data. (1) The peptide sequence is KGAVDLSHFL. The binding affinity (normalized) is 0.407. The MHC is HLA-B07:02 with pseudo-sequence HLA-B07:02. (2) The binding affinity (normalized) is 0.0847. The MHC is HLA-A80:01 with pseudo-sequence HLA-A80:01. The peptide sequence is YLIPSVTSL.